Dataset: Catalyst prediction with 721,799 reactions and 888 catalyst types from USPTO. Task: Predict which catalyst facilitates the given reaction. Reactant: [CH3:1][O:2][C:3]1[CH:4]=[C:5]([CH:23]=[CH:24][CH:25]=1)[CH2:6][C:7]1[C:16]2[C:11](=[CH:12][C:13]([O:19][CH3:20])=[C:14]([O:17][CH3:18])[CH:15]=2)[C:10]([CH2:21]Cl)=[CH:9][N:8]=1.[C-:26]#[N:27].[Na+].[I-].[Na+]. Product: [CH3:1][O:2][C:3]1[CH:4]=[C:5]([CH:23]=[CH:24][CH:25]=1)[CH2:6][C:7]1[C:16]2[C:11](=[CH:12][C:13]([O:19][CH3:20])=[C:14]([O:17][CH3:18])[CH:15]=2)[C:10]([CH2:21][C:26]#[N:27])=[CH:9][N:8]=1. The catalyst class is: 8.